This data is from Reaction yield outcomes from USPTO patents with 853,638 reactions. The task is: Predict the reaction yield, written as a fraction of the theoretical maximum amount of product (1.0 means a 100% yield; for example, 0.34 means a 34% yield). (1) The reactants are [F:1][C:2]1[CH:7]=[C:6]([CH2:8][C:9]2[C:14](=[O:15])[NH:13][C:12]([CH3:16])=[N:11][C:10]=2[CH2:17][CH2:18][CH3:19])[CH:5]=[CH:4][C:3]=1[C:20]1[C:21]([C:26]#[N:27])=[CH:22][CH:23]=[CH:24][CH:25]=1.[CH:28]([O:31][C:32]1[CH:37]=[CH:36][C:35](B(O)O)=[CH:34][CH:33]=1)([CH3:30])[CH3:29].N1C=CC=CC=1.C(N(CC)CC)C. The catalyst is C([O-])(=O)C.[Cu+2].C([O-])(=O)C.C(OCC)(=O)C.C(Cl)Cl. The product is [F:1][C:2]1[CH:7]=[C:6]([CH2:8][C:9]2[C:14](=[O:15])[N:13]([C:35]3[CH:36]=[CH:37][C:32]([O:31][CH:28]([CH3:30])[CH3:29])=[CH:33][CH:34]=3)[C:12]([CH3:16])=[N:11][C:10]=2[CH2:17][CH2:18][CH3:19])[CH:5]=[CH:4][C:3]=1[C:20]1[C:21]([C:26]#[N:27])=[CH:22][CH:23]=[CH:24][CH:25]=1. The yield is 0.690. (2) The reactants are [O:1]1[CH2:6][CH2:5][CH2:4][CH2:3][CH:2]1[N:7]1[C:11]2[CH:12]=[CH:13][C:14]([C:16](=O)[CH2:17][CH3:18])=[CH:15][C:10]=2[N:9]=[CH:8]1.Cl.[NH2:21][OH:22].CC([O-])=O.[Na+]. The catalyst is CO. The product is [O:1]1[CH2:6][CH2:5][CH2:4][CH2:3][CH:2]1[N:7]1[C:11]2[CH:12]=[CH:13][C:14]([C:16](=[N:21][OH:22])[CH2:17][CH3:18])=[CH:15][C:10]=2[N:9]=[CH:8]1. The yield is 0.900. (3) The reactants are [CH3:1][NH:2][C:3]1[C:8]2[C:9]([C:12]([O:14][CH3:15])=[O:13])=[N:10][NH:11][C:7]=2[CH:6]=[CH:5][N:4]=1.[Br:16][C:17]1[CH:18]=[C:19](B(O)O)[CH:20]=[CH:21][CH:22]=1. No catalyst specified. The product is [Br:16][C:17]1[CH:22]=[C:21]([N:11]2[C:7]3[CH:6]=[CH:5][N:4]=[C:3]([NH:2][CH3:1])[C:8]=3[C:9]([C:12]([O:14][CH3:15])=[O:13])=[N:10]2)[CH:20]=[CH:19][CH:18]=1. The yield is 0.210. (4) The reactants are Br[CH2:2][CH2:3][CH2:4][O:5][C:6]1[CH:15]=[C:14]2[C:9]([C:10]([O:16][C:17]3[CH:22]=[CH:21][C:20]([NH:23][C:24]([NH:26][CH2:27][CH2:28][CH3:29])=[O:25])=[C:19]([Cl:30])[CH:18]=3)=[N:11][CH:12]=[N:13]2)=[CH:8][C:7]=1[O:31][CH3:32].C(=O)([O-])[O-].[K+].[K+].[SH:39][C:40]1[CH:45]=[CH:44][N:43]=[CH:42][CH:41]=1.O. The catalyst is CN(C)C=O. The product is [Cl:30][C:19]1[CH:18]=[C:17]([O:16][C:10]2[C:9]3[C:14](=[CH:15][C:6]([O:5][CH2:4][CH2:3][CH2:2][S:39][C:40]4[CH:45]=[CH:44][N:43]=[CH:42][CH:41]=4)=[C:7]([O:31][CH3:32])[CH:8]=3)[N:13]=[CH:12][N:11]=2)[CH:22]=[CH:21][C:20]=1[NH:23][C:24]([NH:26][CH2:27][CH2:28][CH3:29])=[O:25]. The yield is 0.720.